Dataset: Full USPTO retrosynthesis dataset with 1.9M reactions from patents (1976-2016). Task: Predict the reactants needed to synthesize the given product. (1) The reactants are: O=[CH:2][CH:3]([CH:9]1[CH2:14][CH2:13][CH2:12][CH2:11][C:10]1=O)[C:4]([O:6][CH2:7][CH3:8])=[O:5].[NH2:16][C:17]1[C:18]([C:26]([OH:28])=[O:27])=[CH:19][C:20]2[O:24][CH2:23][O:22][C:21]=2[CH:25]=1. Given the product [CH2:7]([O:6][C:4]([C:3]1[C:9]2[CH2:14][CH2:13][CH2:12][CH2:11][C:10]=2[N:16]([C:17]2[C:18]([C:26]([OH:28])=[O:27])=[CH:19][C:20]3[O:24][CH2:23][O:22][C:21]=3[CH:25]=2)[CH:2]=1)=[O:5])[CH3:8], predict the reactants needed to synthesize it. (2) Given the product [Br:9][C:6]1[CH:7]=[C:8]([Br:10])[C:1]([OH:2])=[CH:3][C:4]=1[OH:5], predict the reactants needed to synthesize it. The reactants are: [C:1]1([CH:8]=[CH:7][CH:6]=[C:4]([OH:5])[CH:3]=1)[OH:2].[Br-:9].[Br-:10].[Br-].[NH+]1C=CC=CC=1.[NH+]1C=CC=CC=1.[NH+]1C=CC=CC=1. (3) Given the product [CH2:24]([N:4]1[CH2:5][CH2:6][N:1]([C:11]([O:13][C:14]([CH3:17])([CH3:16])[CH3:15])=[O:12])[CH:2]([C:7]([O:9][CH3:10])=[O:8])[CH2:3]1)[C:21]1[CH:22]=[CH:23][CH:18]=[CH:19][CH:20]=1, predict the reactants needed to synthesize it. The reactants are: [N:1]1([C:11]([O:13][C:14]([CH3:17])([CH3:16])[CH3:15])=[O:12])[CH2:6][CH2:5][NH:4][CH2:3][CH:2]1[C:7]([O:9][CH3:10])=[O:8].[CH:18]1[CH:23]=[CH:22][C:21]([CH2:24]Br)=[CH:20][CH:19]=1.C(N(CC)CC)C.